Task: Predict the product of the given reaction.. Dataset: Forward reaction prediction with 1.9M reactions from USPTO patents (1976-2016) (1) Given the reactants [ClH:1].C(OC([NH:9][CH2:10][C@H:11]([N:16]1[CH2:21][CH2:20][N:19]([S:22]([CH3:25])(=[O:24])=[O:23])[CH2:18][CH2:17]1)[C:12]([O:14][CH3:15])=[O:13])=O)(C)(C)C, predict the reaction product. The product is: [ClH:1].[NH2:9][CH2:10][C@H:11]([N:16]1[CH2:21][CH2:20][N:19]([S:22]([CH3:25])(=[O:24])=[O:23])[CH2:18][CH2:17]1)[C:12]([O:14][CH3:15])=[O:13]. (2) Given the reactants Br[CH2:2][CH2:3][CH:4]([CH3:6])[CH3:5].BrCC1OC(C(F)(F)F)=CC=1.[F:18][C:19]1[C:20]([F:37])=[CH:21][C:22]2[O:36][CH2:35][C:25]3([C:33]4[C:28](=[CH:29][CH:30]=[CH:31][CH:32]=4)[NH:27][C:26]3=[O:34])[C:23]=2[CH:24]=1.CC1C2C=C3C4(C5C(=CC=CC=5)NC4=O)COC3=CC=2ON=1, predict the reaction product. The product is: [F:18][C:19]1[C:20]([F:37])=[CH:21][C:22]2[O:36][CH2:35][C:25]3([C:33]4[C:28](=[CH:29][CH:30]=[CH:31][CH:32]=4)[N:27]([CH2:2][CH2:3][CH:4]([CH3:6])[CH3:5])[C:26]3=[O:34])[C:23]=2[CH:24]=1. (3) Given the reactants Br[C:2]1[CH:7]=[CH:6][C:5]([Cl:8])=[CH:4][CH:3]=1.[Li]CCCC.CN(CCN(C)C)C.[C:22]([O:26][C:27]([N:29]1[CH2:34][CH2:33][CH:32]([CH:35]=[O:36])[CH2:31][CH2:30]1)=[O:28])([CH3:25])([CH3:24])[CH3:23], predict the reaction product. The product is: [C:22]([O:26][C:27]([N:29]1[CH2:34][CH2:33][CH:32]([CH:35]([C:2]2[CH:7]=[CH:6][C:5]([Cl:8])=[CH:4][CH:3]=2)[OH:36])[CH2:31][CH2:30]1)=[O:28])([CH3:25])([CH3:24])[CH3:23]. (4) The product is: [CH3:26][N:15]([CH2:14][C:3]1[N:2]([CH3:1])[C:6]2[C:7]([C:11]([N:49]3[CH2:54][CH2:53][NH:52][CH2:51][CH2:50]3)=[O:13])=[CH:8][CH:9]=[CH:10][C:5]=2[N:4]=1)[CH:16]1[C:25]2[N:24]=[CH:23][CH:22]=[CH:21][C:20]=2[CH2:19][CH2:18][CH2:17]1. Given the reactants [CH3:1][N:2]1[C:6]2[C:7]([C:11]([OH:13])=O)=[CH:8][CH:9]=[CH:10][C:5]=2[N:4]=[C:3]1[CH2:14][N:15]([CH3:26])[CH:16]1[C:25]2[N:24]=[CH:23][CH:22]=[CH:21][C:20]=2[CH2:19][CH2:18][CH2:17]1.O=C1N(P(Cl)(N2CCOC2=O)=O)CCO1.C(OC([N:49]1[CH2:54][CH2:53][NH:52][CH2:51][CH2:50]1)=O)CCC.C(N(CC)C(C)C)(C)C, predict the reaction product. (5) Given the reactants [O:1]=[C:2]1[CH2:12][C:11](=[O:13])[CH2:10][C:4]2([CH2:9][CH2:8][O:7][CH2:6][CH2:5]2)[CH:3]1C(OC)=O.[OH-].[Na+].OS(O)(=O)=O, predict the reaction product. The product is: [CH2:5]1[C:4]2([CH2:10][C:11](=[O:13])[CH2:12][C:2](=[O:1])[CH2:3]2)[CH2:9][CH2:8][O:7][CH2:6]1. (6) Given the reactants [C:1]([O:4][C@H:5]([CH3:27])[CH2:6][CH2:7][CH2:8][CH2:9][N:10]1[C:19](=[O:20])[C:18]2[N:17]([CH2:21][O:22][CH2:23][CH3:24])[C:16](Br)=[N:15][C:14]=2[N:13]([CH3:26])[C:11]1=[O:12])(=[O:3])[CH3:2].[CH2:28]([CH2:30][NH2:31])[OH:29], predict the reaction product. The product is: [C:1]([O:4][C@H:5]([CH3:27])[CH2:6][CH2:7][CH2:8][CH2:9][N:10]1[C:19](=[O:20])[C:18]2[N:17]([CH2:21][O:22][CH2:23][CH3:24])[C:16]([NH:31][CH2:30][CH2:28][OH:29])=[N:15][C:14]=2[N:13]([CH3:26])[C:11]1=[O:12])(=[O:3])[CH3:2]. (7) Given the reactants [N:1]1[CH:6]=[CH:5][CH:4]=[CH:3][C:2]=1[C:7]1[N:8]=[C:9]([NH:12][C:13]2[N:18]=[CH:17][CH:16]=[CH:15][N:14]=2)[S:10][CH:11]=1.Br[CH2:20][CH2:21][OH:22], predict the reaction product. The product is: [N:1]1[CH:6]=[CH:5][CH:4]=[CH:3][C:2]=1[C:7]1[N:8]=[C:9]([N:12]([C:13]2[N:14]=[CH:15][CH:16]=[CH:17][N:18]=2)[CH2:20][CH2:21][OH:22])[S:10][CH:11]=1. (8) Given the reactants [CH3:1][CH:2]1[CH2:7][CH2:6][C:5](=[O:8])[CH2:4][CH2:3]1.O.S(S([O-])=O)([O-])(=O)=O.[Na+].[Na+].[C-:19]#[N:20].[K+], predict the reaction product. The product is: [CH3:1][CH:2]1[CH2:7][CH2:6][C:5]([OH:8])([C:19]#[N:20])[CH2:4][CH2:3]1. (9) Given the reactants [C:1]1([C:7]2[O:8][CH:9]=[C:10]([CH2:12]Cl)[N:11]=2)[CH:6]=[CH:5][CH:4]=[CH:3][CH:2]=1.[NH2:14][C:15]1[CH:24]=[CH:23][C:22]2[C:21]([OH:25])=[CH:20][CH:19]=[CH:18][C:17]=2[CH:16]=1.[S:26](O[S:26]([C:29]([F:32])([F:31])[F:30])(=[O:28])=[O:27])([C:29]([F:32])([F:31])[F:30])(=[O:28])=[O:27], predict the reaction product. The product is: [C:1]1([C:7]2[O:8][CH:9]=[C:10]([CH2:12][O:25][C:21]3[CH:20]=[CH:19][CH:18]=[C:17]4[C:22]=3[CH:23]=[CH:24][C:15]([NH:14][S:26]([C:29]([F:32])([F:31])[F:30])(=[O:28])=[O:27])=[CH:16]4)[N:11]=2)[CH:6]=[CH:5][CH:4]=[CH:3][CH:2]=1. (10) The product is: [Br:1][C:2]1[C:11]([Br:12])=[C:10]([N+:20]([O-:22])=[O:21])[C:5]2[O:6][CH2:7][CH2:8][O:9][C:4]=2[C:3]=1[C:13]([OH:15])=[O:14]. Given the reactants [Br:1][C:2]1[C:11]([Br:12])=[CH:10][C:5]2[O:6][CH2:7][CH2:8][O:9][C:4]=2[C:3]=1[C:13]([OH:15])=[O:14].C(O)(=O)C.[N+:20]([O-])([OH:22])=[O:21].S(=O)(=O)(O)O, predict the reaction product.